From a dataset of Forward reaction prediction with 1.9M reactions from USPTO patents (1976-2016). Predict the product of the given reaction. Given the reactants FC(F)(F)C(O)=O.[NH2:8][C@@H:9]([CH3:15])[C:10]([CH3:14])([CH3:13])[CH2:11][OH:12].[CH:16]1([C:19]2[N:20]=[C:21]3[C:27]([C:28](O)=[O:29])=[CH:26][N:25]([CH2:31][O:32][CH2:33][CH2:34][Si:35]([CH3:38])([CH3:37])[CH3:36])[C:22]3=[N:23][CH:24]=2)[CH2:18][CH2:17]1.F[B-](F)(F)F.N1(OC(N(C)C)=[N+](C)C)C2C=CC=CC=2N=N1.C(N(CC)C(C)C)(C)C, predict the reaction product. The product is: [OH:12][CH2:11][C:10]([CH3:14])([CH3:13])[C@@H:9]([NH:8][C:28]([C:27]1[C:21]2[C:22](=[N:23][CH:24]=[C:19]([CH:16]3[CH2:17][CH2:18]3)[N:20]=2)[N:25]([CH2:31][O:32][CH2:33][CH2:34][Si:35]([CH3:38])([CH3:37])[CH3:36])[CH:26]=1)=[O:29])[CH3:15].